This data is from Reaction yield outcomes from USPTO patents with 853,638 reactions. The task is: Predict the reaction yield, written as a fraction of the theoretical maximum amount of product (1.0 means a 100% yield; for example, 0.34 means a 34% yield). (1) The yield is 0.350. The reactants are [C:1]([NH:4][C:5]1[CH:42]=[CH:41][N:8]([C@@H:9]2[O:40][C@H:14]([CH2:15][O:16][C:17]([C:34]3[CH:39]=[CH:38][CH:37]=[CH:36][CH:35]=3)([C:26]3[CH:31]=[CH:30][C:29]([O:32][CH3:33])=[CH:28][CH:27]=3)[C:18]3[CH:23]=[CH:22][C:21]([O:24][CH3:25])=[CH:20][CH:19]=3)[C@@H:12]([OH:13])[C@H:10]2[OH:11])[C:7](=[O:43])[N:6]=1)(=[O:3])[CH3:2].C(N(C(C)C)CC)(C)C.[C:53]([CH2:55][CH2:56][O:57][CH2:58]Cl)#[N:54].C(=O)(O)[O-].[Na+]. The catalyst is ClCCCl. The product is [C:1]([NH:4][C:5]1[CH:42]=[CH:41][N:8]([C@@H:9]2[O:40][C@H:14]([CH2:15][O:16][C:17]([C:34]3[CH:39]=[CH:38][CH:37]=[CH:36][CH:35]=3)([C:26]3[CH:31]=[CH:30][C:29]([O:32][CH3:33])=[CH:28][CH:27]=3)[C:18]3[CH:19]=[CH:20][C:21]([O:24][CH3:25])=[CH:22][CH:23]=3)[C@@H:12]([OH:13])[C@H:10]2[O:11][CH2:58][O:57][CH2:56][CH2:55][C:53]#[N:54])[C:7](=[O:43])[N:6]=1)(=[O:3])[CH3:2]. (2) The reactants are C(N(CC)CC)C.[Br:8][C:9]1[CH:14]=[CH:13][C:12]([C:15]2([OH:21])[CH2:20][CH2:19][NH:18][CH2:17][CH2:16]2)=[CH:11][CH:10]=1.[C:22](O[C:22]([O:24][C:25]([CH3:28])([CH3:27])[CH3:26])=[O:23])([O:24][C:25]([CH3:28])([CH3:27])[CH3:26])=[O:23]. The catalyst is C(Cl)Cl.O. The product is [C:25]([O:24][C:22]([N:18]1[CH2:17][CH2:16][C:15]([C:12]2[CH:13]=[CH:14][C:9]([Br:8])=[CH:10][CH:11]=2)([OH:21])[CH2:20][CH2:19]1)=[O:23])([CH3:28])([CH3:27])[CH3:26]. The yield is 0.980. (3) The reactants are [CH3:1][C:2]1[O:6][C:5]([C:7]2[CH:12]=[CH:11][CH:10]=[CH:9][CH:8]=2)=[N:4][C:3]=1[CH2:13][CH2:14][CH2:15]O.C1(P(C2C=CC=CC=2)C2C=CC=CC=2)C=CC=CC=1.C(Br)(Br)(Br)[Br:37]. The catalyst is ClCCl. The product is [Br:37][CH2:15][CH2:14][CH2:13][C:3]1[N:4]=[C:5]([C:7]2[CH:12]=[CH:11][CH:10]=[CH:9][CH:8]=2)[O:6][C:2]=1[CH3:1]. The yield is 0.900. (4) The catalyst is O1CCOCC1.C(OCC)(=O)C.C1C=CC(P(C2C=CC=CC=2)[C-]2C=CC=C2)=CC=1.C1C=CC(P(C2C=CC=CC=2)[C-]2C=CC=C2)=CC=1.Cl[Pd]Cl.[Fe+2]. The yield is 0.720. The reactants are Br[C:2]1[C:7](=[O:8])[N:6]([CH2:9][C:10]2[CH:15]=[CH:14][C:13]([C:16]3[C:17]([C:22]#[N:23])=[CH:18][CH:19]=[CH:20][CH:21]=3)=[CH:12][CH:11]=2)[C:5]([CH2:24][CH2:25][CH2:26][CH3:27])=[N:4][C:3]=1[CH3:28].[O:29]1[C:33]2[CH:34]=[CH:35][C:36](B(O)O)=[CH:37][C:32]=2[CH2:31][CH2:30]1.C(=O)([O-])[O-].[Cs+].[Cs+]. The product is [CH2:24]([C:5]1[N:6]([CH2:9][C:10]2[CH:15]=[CH:14][C:13]([C:16]3[C:17]([C:22]#[N:23])=[CH:18][CH:19]=[CH:20][CH:21]=3)=[CH:12][CH:11]=2)[C:7](=[O:8])[C:2]([C:36]2[CH:35]=[CH:34][C:33]3[O:29][CH2:30][CH2:31][C:32]=3[CH:37]=2)=[C:3]([CH3:28])[N:4]=1)[CH2:25][CH2:26][CH3:27]. (5) The reactants are Br[C:2]1[CH:7]=[CH:6][C:5]([CH2:8][C@H:9]([O:14][CH2:15][CH2:16][CH3:17])[C:10]([O:12][CH3:13])=[O:11])=[CH:4][CH:3]=1.[CH3:18][NH:19][C:20]1[CH:25]=[CH:24][CH:23]=[C:22](B2OC(C)(C)C(C)(C)O2)[CH:21]=1.P([O-])([O-])([O-])=O.[K+].[K+].[K+].O. The catalyst is CN(C)C=O.C1C=CC([P]([Pd]([P](C2C=CC=CC=2)(C2C=CC=CC=2)C2C=CC=CC=2)([P](C2C=CC=CC=2)(C2C=CC=CC=2)C2C=CC=CC=2)[P](C2C=CC=CC=2)(C2C=CC=CC=2)C2C=CC=CC=2)(C2C=CC=CC=2)C2C=CC=CC=2)=CC=1. The product is [CH2:15]([O:14][C@@H:9]([CH2:8][C:5]1[CH:6]=[CH:7][C:2]([C:22]2[CH:23]=[CH:24][CH:25]=[C:20]([NH:19][CH3:18])[CH:21]=2)=[CH:3][CH:4]=1)[C:10]([O:12][CH3:13])=[O:11])[CH2:16][CH3:17]. The yield is 0.700. (6) The reactants are [F:1][C:2]1[CH:3]=[C:4]([N:9]2[C:13]([CH3:15])([CH3:14])[C:12](=[O:16])[N:11]([C:17]3[CH:24]=[CH:23][C:20]([C:21]#[N:22])=[C:19]([C:25]([F:28])([F:27])[F:26])[CH:18]=3)[C:10]2=[S:29])[CH:5]=[CH:6][C:7]=1[OH:8].C(N(CC)CC)C.[F:37][C:38]([F:44])([F:43])[S:39](O)(=[O:41])=[O:40]. The catalyst is ClCCl. The product is [F:37][C:38]([F:44])([F:43])[S:39]([O:8][C:7]1[CH:6]=[CH:5][C:4]([N:9]2[C:13]([CH3:14])([CH3:15])[C:12](=[O:16])[N:11]([C:17]3[CH:24]=[CH:23][C:20]([C:21]#[N:22])=[C:19]([C:25]([F:26])([F:27])[F:28])[CH:18]=3)[C:10]2=[S:29])=[CH:3][C:2]=1[F:1])(=[O:41])=[O:40]. The yield is 0.953.